From a dataset of Reaction yield outcomes from USPTO patents with 853,638 reactions. Predict the reaction yield, written as a fraction of the theoretical maximum amount of product (1.0 means a 100% yield; for example, 0.34 means a 34% yield). (1) The reactants are [NH2:1][C:2]1[CH:11]=[CH:10][C:5]([C:6]([O:8][CH3:9])=[O:7])=[CH:4][N:3]=1.F[C:13]1[CH:27]=[CH:26][C:16]([CH2:17][N:18]2[CH2:23][CH2:22]O[CH:20]([CH2:24][NH2:25])[CH2:19]2)=[CH:15][CH:14]=1. No catalyst specified. The product is [CH2:17]([N:18]1[CH2:23][CH2:22][CH:24]([NH:25][C:4]2[C:5]([C:6]([NH:1][C:2]3[CH:11]=[CH:10][C:5]([C:6]([O:8][CH3:9])=[O:7])=[CH:4][N:3]=3)=[O:7])=[CH:10][CH:11]=[CH:2][N:3]=2)[CH2:20][CH2:19]1)[C:16]1[CH:26]=[CH:27][CH:13]=[CH:14][CH:15]=1. The yield is 0.286. (2) The reactants are [Cl-].[NH3:2].C[Al](C)C.C[O:8][C:9]([C:11]1[C:12]([C:29]2[CH:34]=[C:33]([CH3:35])[C:32]([OH:36])=[C:31]([CH3:37])[CH:30]=2)=[C:13]([CH3:28])[N:14]2[CH2:23][CH2:22][C:21]3[C:16](=[CH:17][C:18]([O:26][CH3:27])=[C:19]([O:24][CH3:25])[CH:20]=3)[C:15]=12)=O.[OH-].[Na+]. The catalyst is C1(C)C=CC=CC=1.C1COCC1.O. The product is [OH:36][C:32]1[C:31]([CH3:37])=[CH:30][C:29]([C:12]2[C:11]([C:9]([NH2:2])=[O:8])=[C:15]3[C:16]4[C:21](=[CH:20][C:19]([O:24][CH3:25])=[C:18]([O:26][CH3:27])[CH:17]=4)[CH2:22][CH2:23][N:14]3[C:13]=2[CH3:28])=[CH:34][C:33]=1[CH3:35]. The yield is 0.450. (3) The reactants are [CH3:1][C:2]1[N:7]=[C:6]([OH:8])[N:5]=[C:4]([OH:9])[CH:3]=1.C1C(=O)N([I:17])C(=O)C1. The catalyst is CC(O)=O. The product is [I:17][C:3]1[C:4]([OH:9])=[N:5][C:6]([OH:8])=[N:7][C:2]=1[CH3:1]. The yield is 0.950. (4) The reactants are [F:1][C:2]1[CH:7]=[CH:6][C:5](B2OC(C)(C)C(C)(C)O2)=[CH:4][C:3]=1[O:17][CH3:18].Br[C:20]1[N:24]2[N:25]=[CH:26][C:27]([C:29]([F:32])([F:31])[F:30])=[N:28][C:23]2=[N:22][CH:21]=1.C([O-])(O)=O.[Na+]. The catalyst is COCCOC.C(OCC)(=O)C.C1C=CC([P]([Pd]([P](C2C=CC=CC=2)(C2C=CC=CC=2)C2C=CC=CC=2)([P](C2C=CC=CC=2)(C2C=CC=CC=2)C2C=CC=CC=2)[P](C2C=CC=CC=2)(C2C=CC=CC=2)C2C=CC=CC=2)(C2C=CC=CC=2)C2C=CC=CC=2)=CC=1. The product is [F:1][C:2]1[CH:7]=[CH:6][C:5]([C:20]2[N:24]3[N:25]=[CH:26][C:27]([C:29]([F:30])([F:31])[F:32])=[N:28][C:23]3=[N:22][CH:21]=2)=[CH:4][C:3]=1[O:17][CH3:18]. The yield is 0.470. (5) The reactants are [CH3:1][C:2]1[N:3]=[C:4]([C:14]2[CH:19]=[CH:18][CH:17]=[CH:16][CH:15]=2)[S:5][C:6]=1[C:7]1[CH:12]=[CH:11][C:10]([NH2:13])=[CH:9][CH:8]=1.C1C(=O)N([Br:27])C(=O)C1. The catalyst is C(Cl)Cl. The product is [Br:27][C:9]1[CH:8]=[C:7]([C:6]2[S:5][C:4]([C:14]3[CH:15]=[CH:16][CH:17]=[CH:18][CH:19]=3)=[N:3][C:2]=2[CH3:1])[CH:12]=[CH:11][C:10]=1[NH2:13]. The yield is 0.330.